Predict the product of the given reaction. From a dataset of Forward reaction prediction with 1.9M reactions from USPTO patents (1976-2016). Given the reactants [Cl:1][C:2]1[C:3]([O:14][CH2:15][CH2:16][CH2:17][Si:18]([CH3:21])([CH3:20])[CH3:19])=[CH:4][C:5]([CH3:13])=[C:6]([NH:8][CH:9]=[N:10][C:11]#N)[CH:7]=1.Cl[C:23]1C(OCCC[Si](C)(C)C)=CC(C)=C(N(C#N)C=N)[CH:28]=1.C(NC)C.CCOCC, predict the reaction product. The product is: [Cl:1][C:2]1[C:3]([O:14][CH2:15][CH2:16][CH2:17][Si:18]([CH3:21])([CH3:20])[CH3:19])=[CH:4][C:5]([CH3:13])=[C:6]([N:8]=[CH:9][N:10]([CH2:23][CH3:28])[CH3:11])[CH:7]=1.